This data is from Full USPTO retrosynthesis dataset with 1.9M reactions from patents (1976-2016). The task is: Predict the reactants needed to synthesize the given product. (1) The reactants are: [Cl-].Cl[CH:3]=[N+](C)C.[CH2:7]([N:9]([CH2:22][CH3:23])[CH2:10][CH2:11][NH:12][C:13]([C:15]1[C:19]([CH3:20])=[CH:18][NH:17][C:16]=1[CH3:21])=[O:14])[CH3:8].[F:24][C:25]1[CH:26]=[C:27]2[C:31](=[CH:32][CH:33]=1)[NH:30][C:29](=[O:34])[CH2:28]2.[OH-].[K+]. Given the product [CH2:22]([N:9]([CH2:7][CH3:8])[CH2:10][CH2:11][NH:12][C:13]([C:15]1[C:19]([CH3:20])=[C:18](/[CH:3]=[C:28]2\[C:29](=[O:34])[NH:30][C:31]3[C:27]\2=[CH:26][C:25]([F:24])=[CH:33][CH:32]=3)[NH:17][C:16]=1[CH3:21])=[O:14])[CH3:23], predict the reactants needed to synthesize it. (2) Given the product [CH2:3]([O:5][C:6]1[CH:7]=[C:8]2[C:13](=[C:14]3[CH2:18][C:17]([CH3:20])([CH3:19])[O:16][C:15]=13)[C:12]([C:21]1[CH:26]=[CH:25][C:24]([NH:27][C:37](=[O:39])[CH3:38])=[CH:23][CH:22]=1)=[N:11][C:10]([CH3:28])([CH3:29])[CH2:9]2)[CH3:4], predict the reactants needed to synthesize it. The reactants are: Cl.Cl.[CH2:3]([O:5][C:6]1[CH:7]=[C:8]2[C:13](=[C:14]3[CH2:18][C:17]([CH3:20])([CH3:19])[O:16][C:15]=13)[C:12]([C:21]1[CH:26]=[CH:25][C:24]([NH2:27])=[CH:23][CH:22]=1)=[N:11][C:10]([CH3:29])([CH3:28])[CH2:9]2)[CH3:4].C(N(CC)CC)C.[C:37](Cl)(=[O:39])[CH3:38]. (3) Given the product [Br-:26].[CH2:39]([N:36]([CH2:37][CH3:38])[C:33]1[CH:34]=[CH:35][C:30]([C:28](=[O:29])[CH2:27][N+:13]23[CH2:14][CH2:15][CH:16]([CH2:17][CH2:18]2)[C@@H:11]([O:10][C:8](=[O:9])[C@@H:7]([C:1]2[CH:2]=[CH:3][CH:4]=[CH:5][CH:6]=2)[NH:19][C:20]2[CH:25]=[CH:24][CH:23]=[CH:22][CH:21]=2)[CH2:12]3)=[CH:31][CH:32]=1)[CH3:40], predict the reactants needed to synthesize it. The reactants are: [C:1]1([C@@H:7]([NH:19][C:20]2[CH:25]=[CH:24][CH:23]=[CH:22][CH:21]=2)[C:8]([O:10][C@@H:11]2[CH:16]3[CH2:17][CH2:18][N:13]([CH2:14][CH2:15]3)[CH2:12]2)=[O:9])[CH:6]=[CH:5][CH:4]=[CH:3][CH:2]=1.[Br:26][CH2:27][C:28]([C:30]1[CH:35]=[CH:34][C:33]([N:36]([CH2:39][CH3:40])[CH2:37][CH3:38])=[CH:32][CH:31]=1)=[O:29]. (4) Given the product [CH:28]([C:27]1[CH:30]=[CH:31][C:24]([O:23][C:2]2[N:7]=[CH:6][N:5]=[C:4]([O:8][CH:9]3[CH2:14][CH2:13][N:12]([C:15]([O:17][C:18]([CH3:21])([CH3:20])[CH3:19])=[O:16])[CH2:11][CH2:10]3)[C:3]=2[CH3:22])=[CH:25][CH:26]=1)=[O:29], predict the reactants needed to synthesize it. The reactants are: Cl[C:2]1[N:7]=[CH:6][N:5]=[C:4]([O:8][CH:9]2[CH2:14][CH2:13][N:12]([C:15]([O:17][C:18]([CH3:21])([CH3:20])[CH3:19])=[O:16])[CH2:11][CH2:10]2)[C:3]=1[CH3:22].[OH:23][C:24]1[CH:31]=[CH:30][C:27]([CH:28]=[O:29])=[CH:26][CH:25]=1.C(=O)([O-])[O-].[Cs+].[Cs+]. (5) Given the product [OH:26][CH2:25][CH2:24][CH2:23][NH:22][C:3]1[C:2]([C:32]2[CH:33]=[N:34][C:29]([O:28][CH3:27])=[CH:30][CH:31]=2)=[CH:21][C:6]([C:7]([NH:9][C:10]2[CH:15]=[CH:14][C:13]([O:16][C:17]([F:20])([F:19])[F:18])=[CH:12][CH:11]=2)=[O:8])=[CH:5][N:4]=1, predict the reactants needed to synthesize it. The reactants are: Br[C:2]1[C:3]([NH:22][CH2:23][CH2:24][CH2:25][OH:26])=[N:4][CH:5]=[C:6]([CH:21]=1)[C:7]([NH:9][C:10]1[CH:15]=[CH:14][C:13]([O:16][C:17]([F:20])([F:19])[F:18])=[CH:12][CH:11]=1)=[O:8].[CH3:27][O:28][C:29]1[N:34]=[CH:33][C:32](B(O)O)=[CH:31][CH:30]=1.C([O-])([O-])=O.[Na+].[Na+].CCO. (6) Given the product [Cl:12][C:13]1[CH:32]=[CH:31][C:30]([O:33][CH2:34][CH2:35][CH2:36][S:37]([CH2:38][CH2:39][CH2:40][OH:41])(=[O:44])=[O:42])=[CH:29][C:14]=1[C:15]([NH:17][CH2:18][C:19]12[CH2:20][CH:21]3[CH2:27][CH:25]([CH2:24][CH:23]([CH2:22]3)[CH2:28]1)[CH2:26]2)=[O:16], predict the reactants needed to synthesize it. The reactants are: ClC1C=C(C=CC=1)C(OO)=O.[Cl:12][C:13]1[CH:32]=[CH:31][C:30]([O:33][CH2:34][CH2:35][CH2:36][S:37][CH2:38][CH2:39][CH2:40][OH:41])=[CH:29][C:14]=1[C:15]([NH:17][CH2:18][C:19]12[CH2:28][CH:23]3[CH2:24][CH:25]([CH2:27][CH:21]([CH2:22]3)[CH2:20]1)[CH2:26]2)=[O:16].[OH-:42].[Ca+2].[OH-:44]. (7) Given the product [NH2:1][C:2]1[N:6]([CH3:7])[C:5](=[O:8])[C:4]([C:16]2[CH:21]=[CH:20][C:19]([F:22])=[C:18]([C:25]3[CH:30]=[C:29]([Cl:31])[CH:28]=[CH:27][N:26]=3)[CH:17]=2)([C:9]2[CH:14]=[CH:13][C:12]([OH:15])=[CH:11][CH:10]=2)[N:3]=1, predict the reactants needed to synthesize it. The reactants are: [NH2:1][C:2]1[N:6]([CH3:7])[C:5](=[O:8])[C:4]([C:16]2[CH:21]=[CH:20][C:19]([F:22])=[C:18](Br)[CH:17]=2)([C:9]2[CH:14]=[CH:13][C:12]([OH:15])=[CH:11][CH:10]=2)[N:3]=1.Br[C:25]1[CH:30]=[C:29]([Cl:31])[CH:28]=[CH:27][N:26]=1.